This data is from Catalyst prediction with 721,799 reactions and 888 catalyst types from USPTO. The task is: Predict which catalyst facilitates the given reaction. (1) Reactant: [Br:1][C:2]1[CH:9]=[CH:8][C:7]([CH2:10]Br)=[CH:6][C:3]=1[C:4]#[N:5].[CH3:12][S-:13].[Na+]. Product: [Br:1][C:2]1[CH:9]=[CH:8][C:7]([CH2:10][S:13][CH3:12])=[CH:6][C:3]=1[C:4]#[N:5]. The catalyst class is: 3. (2) Reactant: [Br:1][C:2]1[CH:12]=[CH:11][C:5]([O:6][CH2:7][C:8]([OH:10])=O)=[C:4]([Cl:13])[CH:3]=1.[CH3:14][O:15][C:16](=[O:24])[C:17]1[CH:22]=[CH:21][N:20]=[C:19]([NH2:23])[CH:18]=1.C1CN([P+](ON2N=NC3C=CC=CC2=3)(N2CCCC2)N2CCCC2)CC1.F[P-](F)(F)(F)(F)F.C(OCC)(=O)C. Product: [CH3:14][O:15][C:16](=[O:24])[C:17]1[CH:22]=[CH:21][N:20]=[C:19]([NH:23][C:8](=[O:10])[CH2:7][O:6][C:5]2[CH:11]=[CH:12][C:2]([Br:1])=[CH:3][C:4]=2[Cl:13])[CH:18]=1. The catalyst class is: 241. (3) Reactant: [Br:1][C:2]1[CH2:3][C:4](=O)[C:5]2[CH2:6][C:7]3[C:12]([C:13]=2[CH:14]=1)=[CH:11][CH:10]=[CH:9][CH:8]=3. Product: [Br:1][C:2]1[CH:3]=[CH:4][C:5]2[C:6]([C:7]3[CH:12]=[CH:11][CH:10]=[CH:9][CH:8]=3)([C:2]3[CH:3]=[CH:4][CH:5]=[CH:13][CH:14]=3)[C:7]3[C:12]([C:13]=2[CH:14]=1)=[CH:11][CH:10]=[CH:9][CH:8]=3. The catalyst class is: 1. (4) Reactant: [CH3:1][N:2]([CH2:22][CH:23](O)[C:24]1[CH:25]=[N:26][CH:27]=[CH:28][CH:29]=1)[C:3]([C:5]1[NH:9][N:8]=[C:7]([C:10]([O:12][CH3:13])=[O:11])[C:6]=1[O:14][CH2:15][C:16]1[CH:21]=[CH:20][CH:19]=[CH:18][CH:17]=1)=[O:4].C1(P(C2C=CC=CC=2)C2C=CC=CC=2)C=CC=CC=1.N(C(OCC)=O)=NC(OCC)=O. Product: [CH2:15]([O:14][C:6]1[C:7]([C:10]([O:12][CH3:13])=[O:11])=[N:8][N:9]2[CH:23]([C:24]3[CH:25]=[N:26][CH:27]=[CH:28][CH:29]=3)[CH2:22][N:2]([CH3:1])[C:3](=[O:4])[C:5]=12)[C:16]1[CH:21]=[CH:20][CH:19]=[CH:18][CH:17]=1. The catalyst class is: 1. (5) Reactant: [Br:1][C:2]1[CH:17]=[CH:16][C:15]([F:18])=[CH:14][C:3]=1[CH2:4][N:5]1[C:10](=[O:11])[C:9]([CH3:12])=[N:8][NH:7][C:6]1=[S:13].[OH-].[Na+].[CH3:21]I. Product: [Br:1][C:2]1[CH:17]=[CH:16][C:15]([F:18])=[CH:14][C:3]=1[CH2:4][N:5]1[C:10](=[O:11])[C:9]([CH3:12])=[N:8][N:7]=[C:6]1[S:13][CH3:21]. The catalyst class is: 40. (6) Reactant: [CH2:1]([O:8][C:9]([N:11]1[CH2:15][C@H:14]([O:16][C:17]([CH3:20])([CH3:19])[CH3:18])[CH2:13][C@H:12]1[C:21](=O)[NH:22][CH2:23][C:24](=[O:26])[CH3:25])=[O:10])[C:2]1[CH:7]=[CH:6][CH:5]=[CH:4][CH:3]=1.ClC(Cl)(Cl)C(Cl)(Cl)Cl.C1(P(C2C=CC=CC=2)C2C=CC=CC=2)C=CC=CC=1.C(N(CC)CC)C. Product: [CH2:1]([O:8][C:9]([N:11]1[CH2:15][C@H:14]([O:16][C:17]([CH3:20])([CH3:19])[CH3:18])[CH2:13][C@H:12]1[C:21]1[O:26][C:24]([CH3:25])=[CH:23][N:22]=1)=[O:10])[C:2]1[CH:7]=[CH:6][CH:5]=[CH:4][CH:3]=1. The catalyst class is: 46.